Dataset: Forward reaction prediction with 1.9M reactions from USPTO patents (1976-2016). Task: Predict the product of the given reaction. (1) Given the reactants [NH4+:1].[Cl-].C[Al](C)C.[Cl:7][C:8]1[CH:13]=[CH:12][CH:11]=[CH:10][C:9]=1[C:14]1[CH:19]=[CH:18][CH:17]=[CH:16][C:15]=1[CH2:20][C:21]#[N:22], predict the reaction product. The product is: [ClH:7].[Cl:7][C:8]1[CH:13]=[CH:12][CH:11]=[CH:10][C:9]=1[C:14]1[CH:19]=[CH:18][CH:17]=[CH:16][C:15]=1[CH2:20][C:21]([NH2:1])=[NH:22]. (2) Given the reactants Cl.[NH2:2][C:3](SC1C=CC(Cl)=CC=1)=[CH:4][C:5]([C:7]1[CH:12]=[CH:11][C:10]([F:13])=[CH:9][CH:8]=1)=[O:6].[NH2:22][C:23]1[C:28]([F:29])=[CH:27][C:26]([CH2:30][CH2:31][OH:32])=[CH:25][C:24]=1[F:33].[C:34](O)(=[O:36])[CH3:35], predict the reaction product. The product is: [C:34]([O:32][CH2:31][CH2:30][C:26]1[CH:25]=[C:24]([F:33])[C:23]([NH:22][C:3]([NH2:2])=[CH:4][C:5]([C:7]2[CH:8]=[CH:9][C:10]([F:13])=[CH:11][CH:12]=2)=[O:6])=[C:28]([F:29])[CH:27]=1)(=[O:36])[CH3:35].